From a dataset of Reaction yield outcomes from USPTO patents with 853,638 reactions. Predict the reaction yield, written as a fraction of the theoretical maximum amount of product (1.0 means a 100% yield; for example, 0.34 means a 34% yield). (1) The reactants are [Br:1][C:2]1[C:10]2[O:9][CH:8]=[CH:7][C:6]=2[CH:5]=[CH:4][CH:3]=1.[Li+].[CH3:12]C([N-]C(C)C)C.C1COCC1.CCCCCCC.CI.Cl. The catalyst is C1COCC1. The product is [Br:1][C:2]1[C:10]2[O:9][C:8]([CH3:12])=[CH:7][C:6]=2[CH:5]=[CH:4][CH:3]=1. The yield is 0.520. (2) The reactants are [O:1]([CH2:8][CH2:9][NH2:10])[C:2]1[CH:7]=[CH:6][CH:5]=[CH:4][CH:3]=1.[IH:11].[CH3:12][CH:13]1[C:22]2[C:17](=[CH:18][CH:19]=[CH:20][CH:21]=2)[N:16]=[C:15](SC)[NH:14]1. The catalyst is C(#N)C. The product is [IH:11].[CH3:12][CH:13]1[C:22]2[C:17](=[CH:18][CH:19]=[CH:20][CH:21]=2)[N:16]=[C:15]([NH:10][CH2:9][CH2:8][O:1][C:2]2[CH:7]=[CH:6][CH:5]=[CH:4][CH:3]=2)[NH:14]1. The yield is 0.620. (3) The reactants are [CH2:1]([N:8]([CH2:12][Si](C)(C)C)[CH2:9]OC)[C:2]1[CH:7]=[CH:6][CH:5]=[CH:4][CH:3]=1.[F:17][C:18]([F:32])([F:31])[O:19][C:20]1[CH:25]=[CH:24][CH:23]=[C:22](/[CH:26]=[CH:27]/[N+:28]([O-:30])=[O:29])[CH:21]=1.C(O)(C(F)(F)F)=O. The catalyst is C(Cl)Cl. The product is [CH2:1]([N:8]1[CH2:9][C@@H:27]([N+:28]([O-:30])=[O:29])[C@H:26]([C:22]2[CH:23]=[CH:24][CH:25]=[C:20]([O:19][C:18]([F:17])([F:31])[F:32])[CH:21]=2)[CH2:12]1)[C:2]1[CH:3]=[CH:4][CH:5]=[CH:6][CH:7]=1. The yield is 0.510. (4) The reactants are Cl[C:2]1[CH:3]=[C:4]([NH:11][C:12]2[CH:17]=[CH:16][C:15]([O:18][CH3:19])=[C:14]([O:20][CH3:21])[N:13]=2)[C:5]2[N:6]([CH:8]=[CH:9][N:10]=2)[N:7]=1.CC1(C)C(C)(C)OB([C:30]2[CH:31]=[C:32]([CH:38]=[CH:39][CH:40]=2)[C:33]([O:35][CH2:36][CH3:37])=[O:34])O1.P([O-])([O-])([O-])=O.[K+].[K+].[K+].CC(C1C=C(C(C)C)C(C2C=CC=CC=2P(C2CCCCC2)C2CCCCC2)=C(C(C)C)C=1)C. The catalyst is C1C=CC(/C=C/C(/C=C/C2C=CC=CC=2)=O)=CC=1.C1C=CC(/C=C/C(/C=C/C2C=CC=CC=2)=O)=CC=1.C1C=CC(/C=C/C(/C=C/C2C=CC=CC=2)=O)=CC=1.[Pd].[Pd].O.O1CCOCC1. The product is [CH3:19][O:18][C:15]1[CH:16]=[CH:17][C:12]([NH:11][C:4]2[C:5]3[N:6]([CH:8]=[CH:9][N:10]=3)[N:7]=[C:2]([C:30]3[CH:31]=[C:32]([CH:38]=[CH:39][CH:40]=3)[C:33]([O:35][CH2:36][CH3:37])=[O:34])[CH:3]=2)=[N:13][C:14]=1[O:20][CH3:21]. The yield is 0.340. (5) The product is [NH2:21][C:11]1[CH:12]=[CH:13][C:14]([C:16]2[S:17][CH:18]=[CH:19][CH:20]=2)=[CH:15][C:10]=1[NH:9][C:7]([CH:4]1[CH2:5][CH2:6][O:1][CH2:2][CH2:3]1)=[O:8]. The reactants are [O:1]1[CH2:6][CH2:5][CH:4]([C:7]([NH:9][C:10]2[CH:15]=[C:14]([C:16]3[S:17][CH:18]=[CH:19][CH:20]=3)[CH:13]=[CH:12][C:11]=2[NH:21]C(=O)OC(C)(C)C)=[O:8])[CH2:3][CH2:2]1.FC(F)(F)C(O)=O. The yield is 0.860. The catalyst is ClCCl. (6) The reactants are [Br:1][C:2]1[S:6][C:5]([C:7]2[N:11]([C:12]3[CH:17]=[CH:16][C:15]([Cl:18])=[CH:14][C:13]=3[Cl:19])[N:10]=[C:9]([C:20](Cl)=[O:21])[C:8]=2[CH3:23])=[CH:4][CH:3]=1.[CH:24]1([C:27]([NH2:29])=[O:28])[CH2:26][CH2:25]1.C[Si]([N-][Si](C)(C)C)(C)C.[Li+]. No catalyst specified. The product is [CH:24]1([C:27]([NH:29][C:20]([C:9]2[C:8]([CH3:23])=[C:7]([C:5]3[S:6][C:2]([Br:1])=[CH:3][CH:4]=3)[N:11]([C:12]3[CH:17]=[CH:16][C:15]([Cl:18])=[CH:14][C:13]=3[Cl:19])[N:10]=2)=[O:21])=[O:28])[CH2:26][CH2:25]1. The yield is 0.970. (7) The reactants are [NH2:1][C:2]1[N:7]=[CH:6][C:5]([OH:8])=[CH:4][CH:3]=1.CC([O-])(C)C.[K+].Cl[C:16]1[CH:21]=[CH:20][N:19]=[C:18]([C:22]([NH2:24])=[O:23])[CH:17]=1. The catalyst is CN(C=O)C.CCOC(C)=O.O. The product is [NH2:1][C:2]1[N:7]=[CH:6][C:5]([O:8][C:16]2[CH:21]=[CH:20][N:19]=[C:18]([C:22]([NH2:24])=[O:23])[CH:17]=2)=[CH:4][CH:3]=1. The yield is 0.500. (8) The reactants are [CH2:1]([O:3][C:4](=[O:17])[C:5]1[CH:10]=[CH:9][C:8]([CH2:11]Br)=[C:7]([C:13]([F:16])([F:15])[F:14])[CH:6]=1)[CH3:2].[NH2:18][C:19]1[CH:20]=[C:21](B(O)O)[CH:22]=[CH:23][CH:24]=1.C(=O)([O-])[O-].[K+].[K+].COCCOC.O. The catalyst is C1C=CC([P]([Pd]([P](C2C=CC=CC=2)(C2C=CC=CC=2)C2C=CC=CC=2)([P](C2C=CC=CC=2)(C2C=CC=CC=2)C2C=CC=CC=2)[P](C2C=CC=CC=2)(C2C=CC=CC=2)C2C=CC=CC=2)(C2C=CC=CC=2)C2C=CC=CC=2)=CC=1.C(OCC)(=O)C.O. The product is [NH2:18][C:19]1[CH:24]=[C:23]([CH2:11][C:8]2[CH:9]=[CH:10][C:5]([C:4]([O:3][CH2:1][CH3:2])=[O:17])=[CH:6][C:7]=2[C:13]([F:16])([F:15])[F:14])[CH:22]=[CH:21][CH:20]=1. The yield is 0.640.